Dataset: Full USPTO retrosynthesis dataset with 1.9M reactions from patents (1976-2016). Task: Predict the reactants needed to synthesize the given product. (1) Given the product [CH3:13][C:12]([C:9]1[CH:10]=[CH:11][C:6]([C:4]2[N:22]=[C:23]([NH2:25])[S:24][C:3]=2[C:16]2[CH:21]=[CH:20][N:19]=[CH:18][CH:17]=2)=[CH:7][CH:8]=1)([CH3:15])[CH3:14], predict the reactants needed to synthesize it. The reactants are: Br.Br[CH:3]([C:16]1[CH:21]=[CH:20][N:19]=[CH:18][CH:17]=1)[C:4]([C:6]1[CH:11]=[CH:10][C:9]([C:12]([CH3:15])([CH3:14])[CH3:13])=[CH:8][CH:7]=1)=O.[NH2:22][C:23]([NH2:25])=[S:24].C(N(CC)CC)C. (2) The reactants are: Br[C:2]1[O:6][C:5]([CH2:7][N:8]([CH2:21][C:22]([F:25])([F:24])[F:23])[C:9]2[CH:16]=[CH:15][C:12]([C:13]#[N:14])=[C:11]([C:17]([F:20])([F:19])[F:18])[CH:10]=2)=[CH:4][CH:3]=1.[F:26][C:27]1[CH:28]=[C:29](B(O)O)[CH:30]=[C:31]([F:33])[CH:32]=1.C([O-])(O)=O.[Na+].O. Given the product [F:26][C:27]1[CH:28]=[C:29]([C:2]2[O:6][C:5]([CH2:7][N:8]([CH2:21][C:22]([F:24])([F:25])[F:23])[C:9]3[CH:16]=[CH:15][C:12]([C:13]#[N:14])=[C:11]([C:17]([F:20])([F:19])[F:18])[CH:10]=3)=[CH:4][CH:3]=2)[CH:30]=[C:31]([F:33])[CH:32]=1, predict the reactants needed to synthesize it. (3) Given the product [Cl-:1].[N:4]1[CH:5]=[CH:6][CH:7]=[CH:8][C:3]=1[CH2:2][P+:13]([CH2:14][CH2:15][CH2:16][CH3:17])([CH2:18][CH2:19][CH2:20][CH3:21])[CH2:9][CH2:10][CH2:11][CH3:12], predict the reactants needed to synthesize it. The reactants are: [Cl:1][CH2:2][C:3]1[CH:8]=[CH:7][CH:6]=[CH:5][N:4]=1.[CH2:9]([P:13]([CH2:18][CH2:19][CH2:20][CH3:21])[CH2:14][CH2:15][CH2:16][CH3:17])[CH2:10][CH2:11][CH3:12].C(OCC)C. (4) Given the product [F:18][C:17]([F:20])([F:19])[C:14]1[CH:15]=[CH:16][C:11]([O:10][CH2:9][C:7]2[NH:6][C:5]3[CH:21]=[CH:22][C:2]([C:26]4[CH:27]=[CH:28][CH:29]=[CH:30][C:25]=4[CH:23]=[O:24])=[CH:3][C:4]=3[N:8]=2)=[CH:12][CH:13]=1, predict the reactants needed to synthesize it. The reactants are: Br[C:2]1[CH:22]=[CH:21][C:5]2[NH:6][C:7]([CH2:9][O:10][C:11]3[CH:16]=[CH:15][C:14]([C:17]([F:20])([F:19])[F:18])=[CH:13][CH:12]=3)=[N:8][C:4]=2[CH:3]=1.[CH:23]([C:25]1[CH:30]=[CH:29][CH:28]=[CH:27][C:26]=1B(O)O)=[O:24].C(=O)([O-])[O-].[Na+].[Na+]. (5) Given the product [CH3:6][O:7][C:8]1[CH:9]=[CH:10][C:11]([CH2:12][N:13]2[C:17](=[O:18])[C:16]([C:20]3[CH:25]=[CH:24][CH:23]=[CH:22][C:21]=3[O:26][CH3:27])([CH3:19])[N:15]([CH3:1])[C:14]2=[O:28])=[CH:29][CH:30]=1, predict the reactants needed to synthesize it. The reactants are: [CH3:1]N(C=O)C.[CH3:6][O:7][C:8]1[CH:30]=[CH:29][C:11]([CH2:12][N:13]2[C:17](=[O:18])[C:16]([C:20]3[CH:25]=[CH:24][CH:23]=[CH:22][C:21]=3[O:26][CH3:27])([CH3:19])[NH:15][C:14]2=[O:28])=[CH:10][CH:9]=1.[H-].[Na+].CI. (6) Given the product [CH3:1][O:2][C:3]1[CH:10]=[CH:9][C:6]([CH2:7][N:8]2[C:11](=[O:17])[CH2:12][C:13]3[C:14](=[CH:18][CH:19]=[CH:20][CH:21]=3)[C:15]2=[O:16])=[CH:5][CH:4]=1, predict the reactants needed to synthesize it. The reactants are: [CH3:1][O:2][C:3]1[CH:10]=[CH:9][C:6]([CH2:7][NH2:8])=[CH:5][CH:4]=1.[C:11]1(=O)[O:17][C:15](=[O:16])[C:14]2=[CH:18][CH:19]=[CH:20][CH:21]=[C:13]2[CH2:12]1. (7) Given the product [OH:26][N:25]=[C:17]([C:10]1[C:9]([C:19]2[S:20][CH:21]=[CH:22][C:23]=2[CH3:24])=[C:8]([C:5]2[CH:4]=[CH:3][C:2]([OH:1])=[CH:7][CH:6]=2)[CH:13]=[C:12]([CH2:14][CH2:15][CH3:16])[CH:11]=1)[NH2:18], predict the reactants needed to synthesize it. The reactants are: [OH:1][C:2]1[CH:7]=[CH:6][C:5]([C:8]2[CH:13]=[C:12]([CH2:14][CH2:15][CH3:16])[CH:11]=[C:10]([C:17]#[N:18])[C:9]=2[C:19]2[S:20][CH:21]=[CH:22][C:23]=2[CH3:24])=[CH:4][CH:3]=1.[NH2:25][OH:26]. (8) Given the product [CH2:1]([N:8]([CH2:1][C:2]1[CH:7]=[CH:6][CH:5]=[CH:4][CH:3]=1)[C:9]1([C:12]2[CH:17]=[CH:16][C:15]([C:10]#[C:9][C:12]3[CH:17]=[CH:16][C:15]([C:19]([OH:22])=[O:20])=[CH:14][CH:13]=3)=[CH:14][CH:13]=2)[CH2:11][CH2:10]1)[C:2]1[CH:7]=[CH:6][CH:5]=[CH:4][CH:3]=1, predict the reactants needed to synthesize it. The reactants are: [CH2:1]([NH:8][C:9]1([C:12]2[CH:17]=[CH:16][C:15](Br)=[CH:14][CH:13]=2)[CH2:11][CH2:10]1)[C:2]1[CH:7]=[CH:6][CH:5]=[CH:4][CH:3]=1.[C:19]([O-:22])([O-])=[O:20].[K+].[K+].IC. (9) The reactants are: Cl[C:2]1[N:7]=[CH:6][C:5]([O:8][C:9]2[CH:10]=[C:11]([N:15]([CH3:17])[CH3:16])[CH:12]=[CH:13][CH:14]=2)=[CH:4][CH:3]=1.[CH3:18][O:19][C:20]1[CH:25]=[CH:24][CH:23]=[C:22]([NH2:26])[CH:21]=1.C1(P(C2C=CC=CC=2)C2C3OC4C(=CC=CC=4P(C4C=CC=CC=4)C4C=CC=CC=4)C(C)(C)C=3C=CC=2)C=CC=CC=1.C(=O)([O-])[O-].[Cs+].[Cs+]. Given the product [CH3:16][N:15]([CH3:17])[C:11]1[CH:10]=[C:9]([CH:14]=[CH:13][CH:12]=1)[O:8][C:5]1[CH:4]=[CH:3][C:2]([NH:26][C:22]2[CH:23]=[CH:24][CH:25]=[C:20]([O:19][CH3:18])[CH:21]=2)=[N:7][CH:6]=1, predict the reactants needed to synthesize it.